Dataset: Reaction yield outcomes from USPTO patents with 853,638 reactions. Task: Predict the reaction yield, written as a fraction of the theoretical maximum amount of product (1.0 means a 100% yield; for example, 0.34 means a 34% yield). The reactants are [Br:1][C:2]1[CH:7]=[CH:6][CH:5]=[CH:4][C:3]=1[NH:8][C:9](=[O:23])[NH:10][C:11]1[CH:16]=[CH:15][C:14]([CH2:17][C:18]([OH:20])=O)=[CH:13][C:12]=1[O:21][CH3:22].[CH3:24][O:25][C@@H:26]1[CH2:30][NH:29][C@H:28]([CH2:31][O:32][C:33]2[CH:42]=[CH:41][C:36]([C:37]([O:39][CH3:40])=[O:38])=[CH:35][CH:34]=2)[CH2:27]1.CCN=C=NCCCN(C)C.Cl.C1C=CC2N(O)N=NC=2C=1.CCN(CC)CC. The catalyst is CN(C=O)C. The product is [Br:1][C:2]1[CH:7]=[CH:6][CH:5]=[CH:4][C:3]=1[NH:8][C:9](=[O:23])[NH:10][C:11]1[CH:16]=[CH:15][C:14]([CH2:17][C:18]([N:29]2[CH2:30][C@@H:26]([O:25][CH3:24])[CH2:27][C@H:28]2[CH2:31][O:32][C:33]2[CH:42]=[CH:41][C:36]([C:37]([O:39][CH3:40])=[O:38])=[CH:35][CH:34]=2)=[O:20])=[CH:13][C:12]=1[O:21][CH3:22]. The yield is 1.00.